This data is from NCI-60 drug combinations with 297,098 pairs across 59 cell lines. The task is: Regression. Given two drug SMILES strings and cell line genomic features, predict the synergy score measuring deviation from expected non-interaction effect. (1) Drug 1: C1CC(=O)NC(=O)C1N2CC3=C(C2=O)C=CC=C3N. Drug 2: CC1=C2C(C(=O)C3(C(CC4C(C3C(C(C2(C)C)(CC1OC(=O)C(C(C5=CC=CC=C5)NC(=O)C6=CC=CC=C6)O)O)OC(=O)C7=CC=CC=C7)(CO4)OC(=O)C)O)C)OC(=O)C. Cell line: CCRF-CEM. Synergy scores: CSS=19.7, Synergy_ZIP=-12.0, Synergy_Bliss=-11.3, Synergy_Loewe=-44.2, Synergy_HSA=-7.78. (2) Drug 1: C1=NC2=C(N=C(N=C2N1C3C(C(C(O3)CO)O)F)Cl)N. Drug 2: C1=NNC2=C1C(=O)NC=N2. Cell line: UO-31. Synergy scores: CSS=-0.00750, Synergy_ZIP=1.42, Synergy_Bliss=1.37, Synergy_Loewe=-0.914, Synergy_HSA=-0.922. (3) Drug 1: CC1=C(C=C(C=C1)NC2=NC=CC(=N2)N(C)C3=CC4=NN(C(=C4C=C3)C)C)S(=O)(=O)N.Cl. Drug 2: C#CCC(CC1=CN=C2C(=N1)C(=NC(=N2)N)N)C3=CC=C(C=C3)C(=O)NC(CCC(=O)O)C(=O)O. Cell line: SK-MEL-28. Synergy scores: CSS=-3.06, Synergy_ZIP=1.31, Synergy_Bliss=0.00127, Synergy_Loewe=-3.37, Synergy_HSA=-2.90. (4) Drug 1: CCC1=CC2CC(C3=C(CN(C2)C1)C4=CC=CC=C4N3)(C5=C(C=C6C(=C5)C78CCN9C7C(C=CC9)(C(C(C8N6C)(C(=O)OC)O)OC(=O)C)CC)OC)C(=O)OC.C(C(C(=O)O)O)(C(=O)O)O. Drug 2: C1C(C(OC1N2C=NC3=C2NC=NCC3O)CO)O. Cell line: SK-MEL-28. Synergy scores: CSS=35.5, Synergy_ZIP=2.61, Synergy_Bliss=3.64, Synergy_Loewe=-30.6, Synergy_HSA=3.66. (5) Drug 1: C1CN1P(=S)(N2CC2)N3CC3. Drug 2: CN(CCCl)CCCl.Cl. Cell line: IGROV1. Synergy scores: CSS=14.0, Synergy_ZIP=-7.65, Synergy_Bliss=-4.00, Synergy_Loewe=-0.434, Synergy_HSA=0.158. (6) Drug 1: C1CCN(CC1)CCOC2=CC=C(C=C2)C(=O)C3=C(SC4=C3C=CC(=C4)O)C5=CC=C(C=C5)O. Drug 2: CCC1=C2CN3C(=CC4=C(C3=O)COC(=O)C4(CC)O)C2=NC5=C1C=C(C=C5)O. Cell line: SW-620. Synergy scores: CSS=39.6, Synergy_ZIP=3.40, Synergy_Bliss=2.11, Synergy_Loewe=-31.5, Synergy_HSA=-1.41.